Dataset: hERG Central: cardiac toxicity at 1µM, 10µM, and general inhibition. Task: Predict hERG channel inhibition at various concentrations. The drug is CC(NC(=O)c1cc(S(=O)(=O)N2CCOCC2)ccc1F)c1ccc(-n2ccnc2)cc1. Results: hERG_inhib (hERG inhibition (general)): blocker.